From a dataset of Experimentally validated miRNA-target interactions with 360,000+ pairs, plus equal number of negative samples. Binary Classification. Given a miRNA mature sequence and a target amino acid sequence, predict their likelihood of interaction. (1) The miRNA is mmu-miR-7008-3p with sequence UGUGCUUCUUGCCUCUUCUCAG. The protein sequence of the target gene is MNSTTCNSTLTWPASVNNFFIIYSALLLVLGLLLNSVALWVFCYRMHQWTETRIYMTNLAVADLCLLCSLPFVLYSLKYSSSDTPVCQLSQGIYLANRYMSISLVTAIAVDRYVAVRHPLRARELRSPRQAAAVCVALWVIVVTSLVVRWRLGMQEGGFCFSSQTRRNFSTTAFSLLGFYLPLAIVVFCSLQVVTVLSRRPAADVGQAEATQKATHMVWANLAVFVICFLPLHVVLTVQVSLNLNTCAARDTFSRALSITGKLSDTNCCLDAICYYYMAREFQEASKPATSSNTPHKSQD.... Result: 0 (no interaction). (2) The miRNA is hsa-miR-1243 with sequence AACUGGAUCAAUUAUAGGAGUG. The protein sequence of the target gene is MTSEMESSLEVSFSSSCAVSGASGCLPPARSRIFKIIVIGDSNVGKTCLTYRFCAGRFPDRTEATIGVDFRERAVDIDGERIKIQLWDTAGQERFRKSMVQHYYRNVHAVVFVYDMTNMASFHSLPAWIEECKQHLLANDIPRILVGNKCDLRSAIQVPTDLAQKFADTHSMPLFETSAKNPNDNDHVEAIFMTLAHKLKSHKPLMLSQLPDNRISLKPETKPAVTCWC. Result: 0 (no interaction). (3) The miRNA is mmu-miR-709 with sequence GGAGGCAGAGGCAGGAGGA. The protein sequence of the target gene is MLLPSDVARLVLGYLQQENLTSTCQTFILESSNLKEYAEHCTDEGFIPACLLSLFGKNLTTILNEYVAMKAKETSNDVPTIMSSLWKKLDHTLSQIRSMHSSPGFAAHQRARTRNGIAEIKRQRWLASQAAPVSSELLVLPYASGQFTTSPLVATQAVKPTGPISTPVRSNIVVVNQSQPQSTVTNTAGESLNIIPGPQERKTQTSLMSPGRRKSESQKKSLTSSGPHSSRNFQDPNAFAVEKQMVIENAREKILSNKSLQEKLAENINKFLTSDSSVAQVPKQTDSNPTEPETSIDELL.... Result: 1 (interaction). (4) The miRNA is hsa-miR-383-3p with sequence ACAGCACUGCCUGGUCAGA. The protein sequence of the target gene is MFANLKYVSLGILVFQTTSLVLTMRYSRTLKEEGPRYLSSTAVVVAELLKIMACILLVYKDSKCSLRALNRVLHDEILNKPMETLKLAIPSGIYTLQNNLLYVALSNLDAATYQVTYQLKILTTALFSVSMLSKKLGVYQWLSLVILMTGVAFVQWPSDSQLDSKELSAGSQFVGLMAVLTACFSSGFAGVYFEKILKETKQSVWIRNIQLGFFGSIFGLMGVYIYDGELVSKNGFFQGYNRLTWIVVVLQALGGLVIAAVIKYADNILKGFATSLSIILSTLISYFWLQDFVPTSVFFL.... Result: 1 (interaction). (5) The miRNA is hsa-miR-2861 with sequence GGGGCCUGGCGGUGGGCGG. The protein sequence of the target gene is MLAVRKARRKLRMGTICSPNPSGTKTSSEVCNADWMASLPPHLHNLPLSNLAIPGSHDSFSYWVDEKSPVGPDQTQAIKRLARISLVKKLMKKWSVTQNLTFREQLEAGIRYFDLRVSSKPGDADQEIYFIHGLFGIKVWDGLMEIDSFLTQHPQEIIFLDFNHFYAMDETHHKCLVLRIQEAFGNKLCPACSVESLTLRTLWEKNCQVLIFYHCPFYKQYPFLWPGKKIPAPWANTTSVRKLILFLETTLSERASRGSFHVSQAILTPRVKTIARGLVGGLKNTLVHSNRWNSHGPSLL.... Result: 0 (no interaction). (6) The miRNA is hsa-miR-196a-3p with sequence CGGCAACAAGAAACUGCCUGAG. The protein sequence of the target gene is MGPQNRNTSFAPDLNPPQDHVSLNYSYGDYDLPLGEDEDVTKTQTFFAAKIVIGVALAGIMLVCGIGNFVFIAALARYKKLRNLTNLLIANLAISDFLVAIVCCPFEMDYYVVRQLSWAHGHVLCASVNYLRTVSLYVSTNALLAIAIDRYLAIVHPLKPRMNYQTASFLIALVWMVSILIAVPSAYFTTETILVIVKNQEKIFCGQIWSVDQQLYYKSYFLFVFGLEFVGPVVTMTLCYARISQELWFKAVPGFQTEQIRKRLRCRRKTVLLLMGILTAYVLCWAPFYGFTIVRDFFPT.... Result: 0 (no interaction).